This data is from Reaction yield outcomes from USPTO patents with 853,638 reactions. The task is: Predict the reaction yield, written as a fraction of the theoretical maximum amount of product (1.0 means a 100% yield; for example, 0.34 means a 34% yield). (1) The reactants are [CH3:1][C:2]([Si:5]([CH3:16])([CH3:15])[O:6][C:7]1[CH:8]=[C:9]([CH2:13][NH2:14])[CH:10]=[CH:11][CH:12]=1)([CH3:4])[CH3:3].[Cl:17][C:18]1[CH:19]=[C:20]([CH:24]=[C:25]([Cl:28])[C:26]=1[OH:27])[C:21](O)=[O:22].CN([P+](ON1N=NC2C=CC=CC1=2)(N(C)C)N(C)C)C.F[P-](F)(F)(F)(F)F.C(N(C(C)C)CC)(C)C. The catalyst is ClCCl. The product is [Cl:17][C:18]1[CH:19]=[C:20]([C:21]([NH:14][CH2:13][C:9]2[CH:10]=[CH:11][CH:12]=[C:7]([O:6][Si:5]([C:2]([CH3:1])([CH3:3])[CH3:4])([CH3:16])[CH3:15])[CH:8]=2)=[O:22])[CH:24]=[C:25]([Cl:28])[C:26]=1[OH:27]. The yield is 0.870. (2) The reactants are I[CH2:2][CH2:3][N:4]1[CH2:9][CH2:8][CH2:7][C@@H:6]([NH:10][C:11](=[O:17])[O:12][C:13]([CH3:16])([CH3:15])[CH3:14])[CH2:5]1.[Cl:18][C:19]1[C:24]([O:25][CH3:26])=[CH:23][C:22]([O:27][CH3:28])=[C:21]([Cl:29])[C:20]=1[C:30]1[C:41](=[O:42])[NH:40][C:33]2[N:34]=[C:35]([S:38][CH3:39])[N:36]=[CH:37][C:32]=2[CH:31]=1.C([O-])([O-])=O.[K+].[K+]. The catalyst is CC(C)=O. The product is [Cl:18][C:19]1[C:24]([O:25][CH3:26])=[CH:23][C:22]([O:27][CH3:28])=[C:21]([Cl:29])[C:20]=1[C:30]1[C:41](=[O:42])[N:40]([CH2:2][CH2:3][N:4]2[CH2:9][CH2:8][CH2:7][C@@H:6]([NH:10][C:11](=[O:17])[O:12][C:13]([CH3:16])([CH3:15])[CH3:14])[CH2:5]2)[C:33]2[N:34]=[C:35]([S:38][CH3:39])[N:36]=[CH:37][C:32]=2[CH:31]=1. The yield is 0.690.